From a dataset of Antibody developability classification from SAbDab with 2,409 antibodies. Regression/Classification. Given an antibody's heavy chain and light chain sequences, predict its developability. TAP uses regression for 5 developability metrics; SAbDab uses binary classification. (1) The antibody is ['4kkl', 'DIVLTQSPAIMSAAPGDKVTMTCSASSSVSYIHWYQQKSGTSPKRWIYDTSKLTSGVPVRFSGSGSGTSYSLTINTMEAEDAATYYCQQWSSHPQTFGGGTKLEIL']. Result: 0 (not developable). (2) The antibody is ['EVQLVESGGGLVQPGGSLRLSCAASGFTFSTYGMSWVRQAPGKGLEWVSYISISGGSTYYTDSVKGRFTISRDNSKNTLSLQINSLRPEDTAVYYCAKEGWAYFDYWGQGVLVTVSG', 'QSALTQPPSVSKSLGQSVTISCTGTNSDIGDYNGVSWYQQHSGTAPRLLIYDVSKRPSGVSDRFSGSKSGNTASLTISGLQAEDEADYYCCSYRTGGTYIFGTGTRLTVL']. Result: 0 (not developable). (3) The antibody is ['QLVESGAEVKKPGSSVKVSCKTSGGTFNRLAMSWVRQAPGQGLEWMGGIMPIFDITNYAQKFQGRVTIITDESTSTAYMELRSLTSEDSAVYYCARASYSSSSPYAFDIWGQGTMVTVSS', 'DIQMTQSPSSLSPSVGDRVTITCQASQDIRNHLNWYQQKPGKAPKLLIYDASNLATGVPSRFSGSGSGTDFTFTISSLQPEDLATYYCQHYDDLPRITFGQGTRLEIK']. Result: 1 (developable). (4) The antibody is ['QVQLQESGPGLVKPSQSLSLTCTVTGYSITSDYAWNWIRQFPGNKLEWMGYISYSGSTSYSPSLKSRISLTRDTSKNQFFLQLNSVTTEDTATYYCVTSLTWLLRRKRSYWGQGTTVTVSS', 'DIELTQSPSSMSVSLGDTVSITCHASQGISSNIGWLQQKPGKSFKGLIYHGTNLEDGVPSRFSGSGSGADYSLTISSLESEDFADYYCVQYVQFPFTFGSGTKLEIK']. Result: 0 (not developable). (5) The antibody is ['EPQLQESGPTLVEASETLSLTCAVSGDSTAACNSFWGWVRQPPGKGLEWVGSLSHCASYWNRGWTYHNPSLKSRLTLALDTPKNLVFLKLNSVTAADTATYYCARFGGEVLRYTDWPKPAWVDLWGRGTLVTVSS', 'QSALTQPPSASGSPGQSITISCTGTSNNFVSWYQQHAGKAPKLVIYDVNKRPSGVPDRFSGSKSGNTASLTVSGLQTDDEAVYYCGSLVGNWDVIFGGGTKLTVL']. Result: 0 (not developable).